This data is from Peptide-MHC class I binding affinity with 185,985 pairs from IEDB/IMGT. The task is: Regression. Given a peptide amino acid sequence and an MHC pseudo amino acid sequence, predict their binding affinity value. This is MHC class I binding data. (1) The MHC is HLA-A26:03 with pseudo-sequence HLA-A26:03. The peptide sequence is YMKPGSSPL. The binding affinity (normalized) is 0.239. (2) The peptide sequence is NHINVTLSL. The MHC is HLA-B38:01 with pseudo-sequence HLA-B38:01. The binding affinity (normalized) is 0.641. (3) The peptide sequence is KLNGAMVEYV. The MHC is HLA-A02:01 with pseudo-sequence HLA-A02:01. The binding affinity (normalized) is 0.832. (4) The peptide sequence is LTNHLINTPK. The MHC is HLA-A33:01 with pseudo-sequence HLA-A33:01. The binding affinity (normalized) is 0.453.